The task is: Predict the reactants needed to synthesize the given product.. This data is from Retrosynthesis with 50K atom-mapped reactions and 10 reaction types from USPTO. (1) Given the product CCC(=O)NC1CCN(c2ccc(NC(=O)CCBr)cc2)CC1, predict the reactants needed to synthesize it. The reactants are: CCC(=O)NC1CCN(c2ccc(N)cc2)CC1.O=C(Cl)CCBr. (2) The reactants are: COc1cc(C(=O)/C=C/c2c[nH]c3ccccc23)cc(OC)c1OC.O=S(=O)(Cl)c1ccccc1. Given the product COc1cc(C(=O)/C=C/c2cn(S(=O)(=O)c3ccccc3)c3ccccc23)cc(OC)c1OC, predict the reactants needed to synthesize it. (3) Given the product Cn1cc(NC(=O)c2nc(C3CC3)ccc2Nc2cncnc2)c(C(=O)N2CCC2)n1, predict the reactants needed to synthesize it. The reactants are: C1CNC1.COC(=O)c1nn(C)cc1NC(=O)c1nc(C2CC2)ccc1Nc1cncnc1. (4) The reactants are: CCOC(=O)C(C)(C)c1cn2nc(Cl)ccc2n1.NCCCN1CCC(OC2c3ccccc3CCc3ccccc32)CC1. Given the product CCOC(=O)C(C)(C)c1cn2nc(NCCCN3CCC(OC4c5ccccc5CCc5ccccc54)CC3)ccc2n1, predict the reactants needed to synthesize it. (5) Given the product Cc1cccc(-n2c(C(=O)N3CCS(=O)(=O)CC3)cc3cc(C(=O)N4CCN(C5CCCC5)CC4)ccc32)c1, predict the reactants needed to synthesize it. The reactants are: Cc1cccc(B(O)O)c1.O=C(c1ccc2[nH]c(C(=O)N3CCS(=O)(=O)CC3)cc2c1)N1CCN(C2CCCC2)CC1. (6) Given the product O=C(CCl)N(c1ccccc1)c1cccc(F)c1, predict the reactants needed to synthesize it. The reactants are: Fc1cccc(Nc2ccccc2)c1.O=C(Cl)CCl. (7) Given the product CC(C)(C)OC(=O)COCCSc1ccccc1, predict the reactants needed to synthesize it. The reactants are: CC(C)(C)OC(=O)CBr.OCCSc1ccccc1.